Task: Regression. Given a peptide amino acid sequence and an MHC pseudo amino acid sequence, predict their binding affinity value. This is MHC class I binding data.. Dataset: Peptide-MHC class I binding affinity with 185,985 pairs from IEDB/IMGT (1) The peptide sequence is VESVNNAVVM. The MHC is HLA-B40:01 with pseudo-sequence HLA-B40:01. The binding affinity (normalized) is 0.357. (2) The peptide sequence is TMRTPLFPW. The MHC is HLA-A80:01 with pseudo-sequence HLA-A80:01. The binding affinity (normalized) is 0.0847. (3) The peptide sequence is MRVLHLDLK. The MHC is HLA-A69:01 with pseudo-sequence HLA-A69:01. The binding affinity (normalized) is 0.0847. (4) The MHC is H-2-Db with pseudo-sequence H-2-Db. The peptide sequence is FQPQNGQFC. The binding affinity (normalized) is 0.177. (5) The peptide sequence is WENGFKVVL. The MHC is HLA-B57:01 with pseudo-sequence HLA-B57:01. The binding affinity (normalized) is 0.0847. (6) The peptide sequence is HFDPRLLTAL. The MHC is Mamu-B8301 with pseudo-sequence Mamu-B8301. The binding affinity (normalized) is 0. (7) The peptide sequence is DIDILQTNSR. The MHC is HLA-A11:01 with pseudo-sequence HLA-A11:01. The binding affinity (normalized) is 0.0559.